This data is from Catalyst prediction with 721,799 reactions and 888 catalyst types from USPTO. The task is: Predict which catalyst facilitates the given reaction. (1) Reactant: [N:1]1[CH:6]=[CH:5][CH:4]=[C:3]([CH:7]=[CH:8][C:9]([OH:11])=O)[CH:2]=1.C(Cl)(=O)C([Cl:15])=O.CN(C=O)C. Product: [ClH:15].[N:1]1[CH:6]=[CH:5][CH:4]=[C:3]([CH:7]=[CH:8][C:9]([Cl:15])=[O:11])[CH:2]=1. The catalyst class is: 2. (2) Reactant: [NH:1]1[CH2:6][CH2:5][O:4][C:3]2[CH:7]=[CH:8][C:9]3[C:14]([C:2]1=2)=[CH:13][CH:12]=[CH:11][CH:10]=3.[Cl:15][C:16]1[CH:17]=[C:18]([CH:22]=[C:23]([Cl:26])[C:24]=1[OH:25])[C:19](Cl)=[O:20]. Product: [Cl:15][C:16]1[CH:17]=[C:18]([C:19]([N:1]2[CH2:6][CH2:5][O:4][C:3]3[CH:7]=[CH:8][C:9]4[C:14]([C:2]2=3)=[CH:13][CH:12]=[CH:11][CH:10]=4)=[O:20])[CH:22]=[C:23]([Cl:26])[C:24]=1[OH:25]. The catalyst class is: 13. (3) Reactant: [H-].[Na+].[F:3][C:4]1[CH:5]=[C:6]2[C:11](=[CH:12][CH:13]=1)[C:10](=[O:14])[NH:9][CH:8]=[CH:7]2.[CH3:15]I.O. Product: [F:3][C:4]1[CH:5]=[C:6]2[C:11](=[CH:12][CH:13]=1)[C:10](=[O:14])[N:9]([CH3:15])[CH:8]=[CH:7]2. The catalyst class is: 39. (4) Reactant: [CH3:1][O:2][C:3]1[N:8]=[C:7]([NH2:9])[CH:6]=[CH:5][C:4]=1[C:10]1[CH:11]=[N:12][N:13]([CH3:15])[CH:14]=1.Cl[C:17]1[CH:18]=[C:19]([CH3:34])[C:20]2[CH2:21][N:22]([CH3:33])[CH2:23][CH:24]([CH2:28][C:29]([F:32])([F:31])[F:30])[O:25][C:26]=2[N:27]=1.CC(C)([O-])C.[Na+].C1(P(C2C=CC=CC=2)C2C=CC3C(=CC=CC=3)C=2C2C3C(=CC=CC=3)C=CC=2P(C2C=CC=CC=2)C2C=CC=CC=2)C=CC=CC=1. Product: [CH3:1][O:2][C:3]1[N:8]=[C:7]([NH:9][C:17]2[CH:18]=[C:19]([CH3:34])[C:20]3[CH2:21][N:22]([CH3:33])[CH2:23][CH:24]([CH2:28][C:29]([F:30])([F:32])[F:31])[O:25][C:26]=3[N:27]=2)[CH:6]=[CH:5][C:4]=1[C:10]1[CH:11]=[N:12][N:13]([CH3:15])[CH:14]=1. The catalyst class is: 187. (5) Product: [CH2:1]([O:3][C:4](=[O:23])[C:5]([O:8][C:9]1[CH:14]=[CH:13][C:12]([O:15][CH2:43][CH2:42][C:26]2[N:27]=[C:28]([C:30]3[CH:35]=[CH:34][C:33]([C:36]4[CH:41]=[CH:40][CH:39]=[CH:38][CH:37]=4)=[CH:32][CH:31]=3)[O:29][C:25]=2[CH3:24])=[CH:11][C:10]=1[CH2:16][CH:17]1[CH2:18][CH2:19][CH2:20][CH2:21][CH2:22]1)([CH3:7])[CH3:6])[CH3:2]. Reactant: [CH2:1]([O:3][C:4](=[O:23])[C:5]([O:8][C:9]1[CH:14]=[CH:13][C:12]([OH:15])=[CH:11][C:10]=1[CH2:16][C:17]1[CH:22]=[CH:21][CH:20]=[CH:19][CH:18]=1)([CH3:7])[CH3:6])[CH3:2].[CH3:24][C:25]1[O:29][C:28]([C:30]2[CH:35]=[CH:34][C:33]([C:36]3[CH:41]=[CH:40][CH:39]=[CH:38][CH:37]=3)=[CH:32][CH:31]=2)=[N:27][C:26]=1[CH2:42][CH2:43]OS(C1C=CC(C)=CC=1)(=O)=O.C([O-])([O-])=O.[Cs+].[Cs+]. The catalyst class is: 3. (6) Reactant: [O:1]=[C:2]1[CH2:10][C:9]2[C:4](=[CH:5][C:6]([C:11]([C:13]3[CH:14]=[C:15]([NH:19][C:20]([C:22]4[O:23][CH:24]=[CH:25][C:26]=4[CH3:27])=[O:21])[CH:16]=[CH:17][CH:18]=3)=[O:12])=[CH:7][CH:8]=2)[NH:3]1.[CH:28](OCC)=[O:29].[O-]CC.[Na+].Cl. Product: [OH:29][CH:28]=[C:10]1[C:9]2[C:4](=[CH:5][C:6]([C:11]([C:13]3[CH:14]=[C:15]([NH:19][C:20]([C:22]4[O:23][CH:24]=[CH:25][C:26]=4[CH3:27])=[O:21])[CH:16]=[CH:17][CH:18]=3)=[O:12])=[CH:7][CH:8]=2)[NH:3][C:2]1=[O:1]. The catalyst class is: 8. (7) Reactant: [Cl:1][C:2]1[CH:3]=[CH:4][C:5]([N:20]2[CH:24]=[CH:23][N:22]=[C:21]2[CH:25]([OH:32])[CH2:26][CH:27]2[O:31][CH2:30][CH2:29][O:28]2)=[C:6]([C:8]([C:10]2[CH:15]=[CH:14][CH:13]=[C:12]([O:16][CH3:17])[C:11]=2[O:18][CH3:19])=O)[CH:7]=1.[BH4-].[Na+].C(OCC)(=O)C.O. Product: [Cl:1][C:2]1[CH:3]=[CH:4][C:5]2[N:20]3[CH:24]=[CH:23][N:22]=[C:21]3[CH:25]([CH2:26][CH:27]3[O:31][CH2:30][CH2:29][O:28]3)[O:32][CH:8]([C:10]3[CH:15]=[CH:14][CH:13]=[C:12]([O:16][CH3:17])[C:11]=3[O:18][CH3:19])[C:6]=2[CH:7]=1. The catalyst class is: 8. (8) Reactant: [Cl:1][C:2]1[CH:3]=[C:4]([C:17]#[C:18][Si](C)(C)C)[CH:5]=[C:6]2[C:10]=1[C:9](=[O:11])[N:8]([C@H:12]([CH:14]1[CH2:16][CH2:15]1)[CH3:13])[CH2:7]2.[OH-].[K+]. Product: [Cl:1][C:2]1[CH:3]=[C:4]([C:17]#[CH:18])[CH:5]=[C:6]2[C:10]=1[C:9](=[O:11])[N:8]([C@H:12]([CH:14]1[CH2:16][CH2:15]1)[CH3:13])[CH2:7]2. The catalyst class is: 40. (9) Reactant: [NH2:1][C:2]1[C:7]([N+:8]([O-])=O)=[C:6]([N:11]2[CH2:16][CH2:15][N:14]([CH2:17][C:18]([NH:20][C:21]3[S:22][CH:23]=[CH:24][N:25]=3)=[O:19])[CH2:13][CH2:12]2)[C:5]([Br:26])=[CH:4][N:3]=1.[CH:27]([C:29]1[CH:30]=[C:31]([CH:41]=[CH:42][CH:43]=1)[CH2:32][NH:33][C:34](=[O:40])[O:35][C:36]([CH3:39])([CH3:38])[CH3:37])=O.[O-]S(S([O-])=O)=O.[Na+].[Na+]. Product: [C:36]([O:35][C:34](=[O:40])[NH:33][CH2:32][C:31]1[CH:41]=[CH:42][CH:43]=[C:29]([C:27]2[NH:1][C:2]3=[N:3][CH:4]=[C:5]([Br:26])[C:6]([N:11]4[CH2:16][CH2:15][N:14]([CH2:17][C:18](=[O:19])[NH:20][C:21]5[S:22][CH:23]=[CH:24][N:25]=5)[CH2:13][CH2:12]4)=[C:7]3[N:8]=2)[CH:30]=1)([CH3:39])([CH3:38])[CH3:37]. The catalyst class is: 8.